Predict the product of the given reaction. From a dataset of Forward reaction prediction with 1.9M reactions from USPTO patents (1976-2016). (1) The product is: [OH:1][C:2]1[C:6](=[O:7])[N:5]([C:8]2[S:9][C:10]([S:13]([C:16]3[CH:21]=[CH:20][C:19]([N+:22]([O-:24])=[O:23])=[CH:18][CH:17]=3)(=[O:15])=[O:14])=[CH:11][N:12]=2)[CH:4]([C:25]2[CH:26]=[CH:27][C:28]([C:29]([NH:45][CH3:44])=[O:30])=[CH:32][CH:33]=2)[C:3]=1[C:34](=[O:42])[C:35]1[CH:40]=[CH:39][C:38]([CH3:41])=[CH:37][CH:36]=1. Given the reactants [OH:1][C:2]1[C:6](=[O:7])[N:5]([C:8]2[S:9][C:10]([S:13]([C:16]3[CH:21]=[CH:20][C:19]([N+:22]([O-:24])=[O:23])=[CH:18][CH:17]=3)(=[O:15])=[O:14])=[CH:11][N:12]=2)[CH:4]([C:25]2[CH:33]=[CH:32][C:28]([C:29](O)=[O:30])=[CH:27][CH:26]=2)[C:3]=1[C:34](=[O:42])[C:35]1[CH:40]=[CH:39][C:38]([CH3:41])=[CH:37][CH:36]=1.Cl.[CH3:44][NH2:45], predict the reaction product. (2) Given the reactants [F:1][C:2]([F:18])([F:17])[C:3]1[C:11]([C:12](OCC)=[O:13])=[C:6]2[CH:7]=[CH:8][CH:9]=[CH:10][N:5]2[N:4]=1.[H-].[Al+3].[Li+].[H-].[H-].[H-].CO.[OH-].[Na+], predict the reaction product. The product is: [F:18][C:2]([F:1])([F:17])[C:3]1[C:11]([CH2:12][OH:13])=[C:6]2[CH:7]=[CH:8][CH:9]=[CH:10][N:5]2[N:4]=1. (3) Given the reactants [Cl:1][C:2]1[C:7]([CH2:8][N:9]2[CH2:13][CH2:12][CH2:11][CH2:10]2)=[CH:6][CH:5]=[CH:4][C:3]=1[OH:14].CC(C)([O-])C.[K+].CS(O[C@H:26]1[CH2:29][C@@H:28]([CH2:30][N:31]2[CH2:36][CH2:35][O:34][CH2:33][CH2:32]2)[CH2:27]1)(=O)=O, predict the reaction product. The product is: [ClH:1].[ClH:1].[Cl:1][C:2]1[C:7]([CH2:8][N:9]2[CH2:13][CH2:12][CH2:11][CH2:10]2)=[CH:6][CH:5]=[CH:4][C:3]=1[O:14][C@H:26]1[CH2:27][C@H:28]([CH2:30][N:31]2[CH2:32][CH2:33][O:34][CH2:35][CH2:36]2)[CH2:29]1. (4) Given the reactants [CH2:1]([O:3][C:4]1[CH:5]=[C:6]([C:13](=O)[C:14]([CH3:20])([CH3:19])[C:15](OC)=[O:16])[CH:7]=[CH:8][C:9]=1[O:10][CH2:11][CH3:12])[CH3:2].O.[NH2:23][NH2:24], predict the reaction product. The product is: [CH2:1]([O:3][C:4]1[CH:5]=[C:6]([C:13]2[C:14]([CH3:20])([CH3:19])[C:15](=[O:16])[NH:23][N:24]=2)[CH:7]=[CH:8][C:9]=1[O:10][CH2:11][CH3:12])[CH3:2]. (5) The product is: [CH:19]1[C:18]2[C:17](=[O:29])[C:16]3[C:25](=[CH:26][CH:12]=[CH:13][CH:14]=3)[C:24](=[O:28])[C:23]=2[CH:22]=[CH:21][CH:20]=1. Given the reactants NCCCOCCOCCO.[CH2:12]1[C:26](=O)[C:25]2[C:16](=[C:17]([OH:29])[C:18]3[C:23]([C:24]=2[OH:28])=[CH:22][CH:21]=[CH:20][CH:19]=3)[C:14](=O)[CH2:13]1.C1C=CC2C(=O)C3C(=C(O)C=CC=3O)C(=O)C=2C=1, predict the reaction product. (6) The product is: [CH3:1][O:2][C:3]1[CH:4]=[C:5]2[C:10](=[CH:11][C:12]=1[O:13][CH3:14])[N:9]=[CH:8][CH:7]=[C:6]2[N:15]([CH3:25])[C:16]1[CH:21]=[CH:20][C:19]([NH2:22])=[CH:18][CH:17]=1. Given the reactants [CH3:1][O:2][C:3]1[CH:4]=[C:5]2[C:10](=[CH:11][C:12]=1[O:13][CH3:14])[N:9]=[CH:8][CH:7]=[C:6]2[N:15]([CH3:25])[C:16]1[CH:21]=[CH:20][C:19]([N+:22]([O-])=O)=[CH:18][CH:17]=1.C(=O)([O-])[O-].[K+].[K+].C(O)C.CN(C)C=O.C(Cl)Cl, predict the reaction product.